This data is from Experimentally validated miRNA-target interactions with 360,000+ pairs, plus equal number of negative samples. The task is: Binary Classification. Given a miRNA mature sequence and a target amino acid sequence, predict their likelihood of interaction. (1) The miRNA is hsa-miR-6849-3p with sequence ACCAGCCUGUGUCCACCUCCAG. The protein sequence of the target gene is MDLAGLLKSQFLCHLVFCYVFIASGLIINTIQLFTLLLWPINKQLFRKINCRLSYCISSQLVMLLEWWSGTECTIFTDPRAYLKYGKENAIVVLNHKFEIDFLCGWSLSERFGLLGGSKVLAKKELAYVPIIGWMWYFTEMVFCSRKWEQDRKTVATSLQHLRDYPEKYFFLIHCEGTRFTEKKHEISMQVARAKGLPRLKHHLLPRTKGFAITVRSLRNVVSAVYDCTLNFRNNENPTLLGVLNGKKYHADLYVRRIPLEDIPEDDDECSAWLHKLYQEKDAFQEEYYRTGTFPETPMV.... Result: 1 (interaction). (2) The protein sequence of the target gene is MAGVGAGPLRAMGRQALLLLALCATGAQGLYFHIGETEKRCFIEEIPDETMVIGNYRTQMWDKQKEVFLPSTPGLGMHVEVKDPDGKVVLSRQYGSEGRFTFTSHTPGDHQICLHSNSTRMALFAGGKLRVHLDIQVGEHANNYPEIAAKDKLTELQLRARQLLDQVEQIQKEQDYQRYREERFRLTSESTNQRVLWWSIAQTVILILTGIWQMRHLKSFFEAKKLV. The miRNA is hsa-miR-28-5p with sequence AAGGAGCUCACAGUCUAUUGAG. Result: 1 (interaction).